This data is from Catalyst prediction with 721,799 reactions and 888 catalyst types from USPTO. The task is: Predict which catalyst facilitates the given reaction. (1) The catalyst class is: 8. Reactant: [CH3:1][O:2][C:3]1[CH:4]=[C:5]([CH2:9][C:10]([C:12]2[CH:17]=[CH:16][CH:15]=[CH:14][CH:13]=2)=O)[CH:6]=[CH:7][CH:8]=1.[CH2:18]([O:20][C:21]1[CH:22]=[C:23]([CH:26]=[C:27]([N+:30]([O-:32])=[O:31])[C:28]=1[OH:29])[CH:24]=O)[CH3:19].[NH2:33][C:34]([NH2:36])=[O:35].Cl. Product: [CH2:18]([O:20][C:21]1[CH:22]=[C:23]([CH:24]2[C:9]([C:5]3[CH:6]=[CH:7][CH:8]=[C:3]([O:2][CH3:1])[CH:4]=3)=[C:10]([C:12]3[CH:17]=[CH:16][CH:15]=[CH:14][CH:13]=3)[NH:36][C:34](=[O:35])[NH:33]2)[CH:26]=[C:27]([N+:30]([O-:32])=[O:31])[C:28]=1[OH:29])[CH3:19]. (2) Reactant: C(Cl)(=O)C(Cl)=O.CS(C)=O.[Cl:11][C:12]1[CH:17]=[CH:16][C:15]([C:18]2[C:19]([C:27]3[CH:32]=[CH:31][C:30]([Cl:33])=[CH:29][C:28]=3[Cl:34])=[N:20][C:21]([CH2:25][OH:26])=[N:22][C:23]=2[CH3:24])=[CH:14][CH:13]=1.C(N(CC)CC)C. Product: [Cl:11][C:12]1[CH:17]=[CH:16][C:15]([C:18]2[C:19]([C:27]3[CH:32]=[CH:31][C:30]([Cl:33])=[CH:29][C:28]=3[Cl:34])=[N:20][C:21]([CH:25]=[O:26])=[N:22][C:23]=2[CH3:24])=[CH:14][CH:13]=1. The catalyst class is: 96. (3) Reactant: [F:1][C:2]1[CH:3]=[C:4]([CH2:9][NH:10][C:11]([CH:13]2[CH2:22][CH2:21][C:20]3[C:15](=[C:16]([O:25]C)[CH:17]=[CH:18][C:19]=3[O:23]C)[CH2:14]2)=[O:12])[CH:5]=[C:6]([F:8])[CH:7]=1.B(Br)(Br)Br. Product: [F:1][C:2]1[CH:3]=[C:4]([CH2:9][NH:10][C:11]([CH:13]2[CH2:22][CH2:21][C:20]3[C:15](=[C:16]([OH:25])[CH:17]=[CH:18][C:19]=3[OH:23])[CH2:14]2)=[O:12])[CH:5]=[C:6]([F:8])[CH:7]=1. The catalyst class is: 2. (4) Reactant: Cl.Cl.[CH:3]([N:6]1[CH2:11][CH2:10][CH:9]([O:12][C:13]2[CH:14]=[C:15]3[C:19](=[CH:20][CH:21]=2)[NH:18][C:17]([C:22]([N:24]2[CH2:29][CH2:28][NH:27][CH2:26][CH2:25]2)=[O:23])=[CH:16]3)[CH2:8][CH2:7]1)([CH3:5])[CH3:4].C(N(CC)CC)C.[CH3:37][S:38](Cl)(=[O:40])=[O:39]. Product: [CH:3]([N:6]1[CH2:7][CH2:8][CH:9]([O:12][C:13]2[CH:14]=[C:15]3[C:19](=[CH:20][CH:21]=2)[NH:18][C:17]([C:22]([N:24]2[CH2:29][CH2:28][N:27]([S:38]([CH3:37])(=[O:40])=[O:39])[CH2:26][CH2:25]2)=[O:23])=[CH:16]3)[CH2:10][CH2:11]1)([CH3:5])[CH3:4]. The catalyst class is: 4.